This data is from Catalyst prediction with 721,799 reactions and 888 catalyst types from USPTO. The task is: Predict which catalyst facilitates the given reaction. Reactant: [Cl:1][C:2]1[N:3]=[C:4](Cl)[C:5]2[S:10][CH:9]=[C:8]([CH3:11])[C:6]=2[N:7]=1.[CH3:13][CH:14]1[CH2:19][CH2:18][NH:17][CH2:16][CH2:15]1. Product: [Cl:1][C:2]1[N:3]=[C:4]([N:17]2[CH2:18][CH2:19][CH:14]([CH3:13])[CH2:15][CH2:16]2)[C:5]2[S:10][CH:9]=[C:8]([CH3:11])[C:6]=2[N:7]=1. The catalyst class is: 3.